From a dataset of Peptide-MHC class I binding affinity with 185,985 pairs from IEDB/IMGT. Regression. Given a peptide amino acid sequence and an MHC pseudo amino acid sequence, predict their binding affinity value. This is MHC class I binding data. (1) The peptide sequence is DRLHPPNKL. The MHC is HLA-B27:05 with pseudo-sequence HLA-B27:05. The binding affinity (normalized) is 0.0847. (2) The peptide sequence is NYTRFWYINH. The MHC is HLA-A33:01 with pseudo-sequence HLA-A33:01. The binding affinity (normalized) is 0.641. (3) The peptide sequence is NDNSTATLC. The MHC is HLA-B18:01 with pseudo-sequence HLA-B18:01. The binding affinity (normalized) is 0.109. (4) The peptide sequence is QSDIAGAIH. The MHC is HLA-B44:02 with pseudo-sequence HLA-B44:02. The binding affinity (normalized) is 0.0847. (5) The peptide sequence is TRREVHIYY. The MHC is HLA-A24:02 with pseudo-sequence HLA-A24:02. The binding affinity (normalized) is 0.0847. (6) The peptide sequence is KLFTHDIML. The MHC is HLA-A02:06 with pseudo-sequence HLA-A02:06. The binding affinity (normalized) is 0.856.